Dataset: Merck oncology drug combination screen with 23,052 pairs across 39 cell lines. Task: Regression. Given two drug SMILES strings and cell line genomic features, predict the synergy score measuring deviation from expected non-interaction effect. Drug 1: COC1=C2CC(C)CC(OC)C(O)C(C)C=C(C)C(OC(N)=O)C(OC)C=CC=C(C)C(=O)NC(=CC1=O)C2=O. Drug 2: CCc1cnn2c(NCc3ccc[n+]([O-])c3)cc(N3CCCCC3CCO)nc12. Cell line: COLO320DM. Synergy scores: synergy=10.1.